This data is from Forward reaction prediction with 1.9M reactions from USPTO patents (1976-2016). The task is: Predict the product of the given reaction. (1) Given the reactants [NH:1]1[CH2:6][CH2:5][O:4][CH2:3][CH2:2]1.Cl[C:8]1[CH:13]=[C:12]([N:14]2[CH2:19][C@@H:18]([CH3:20])[O:17][C@@H:16]([CH3:21])[CH2:15]2)[N:11]=[C:10]([N:22]2[C:26]3[CH:27]=[CH:28][CH:29]=[C:30]([O:31][CH3:32])[C:25]=3[N:24]=[C:23]2[CH:33]([F:35])[F:34])[N:9]=1, predict the reaction product. The product is: [F:34][CH:33]([F:35])[C:23]1[N:22]([C:10]2[N:11]=[C:12]([N:14]3[CH2:19][C@@H:18]([CH3:20])[O:17][C@@H:16]([CH3:21])[CH2:15]3)[CH:13]=[C:8]([N:1]3[CH2:6][CH2:5][O:4][CH2:3][CH2:2]3)[N:9]=2)[C:26]2[CH:27]=[CH:28][CH:29]=[C:30]([O:31][CH3:32])[C:25]=2[N:24]=1. (2) Given the reactants [C:1]([O:5][C:6]([NH:8][C@H:9]1[CH2:27][C:26]2[CH:28]=[C:22]([CH:23]=[CH:24][C:25]=2[OH:29])[C:21]2=[CH:30][C:17](=[CH:18][CH:19]=[CH:20]2)[CH2:16][C@@H:15]([CH2:31][C:32](O)=[O:33])[NH:14][C:13](=[O:35])[C@H:12]([CH2:36][CH2:37][CH2:38][NH:39][C:40]([O:42][C:43]([CH3:46])([CH3:45])[CH3:44])=[O:41])[NH:11][C:10]1=[O:47])=[O:7])([CH3:4])([CH3:3])[CH3:2].[NH2:48][C@H:49]([C:61](=[O:100])[NH:62][CH2:63][CH2:64][CH2:65][C@H:66]([NH:92][C:93]([O:95][C:96]([CH3:99])([CH3:98])[CH3:97])=[O:94])[CH2:67][C:68](=[O:91])[NH:69][CH2:70][C@@H:71]([NH:83][C:84]([O:86][C:87]([CH3:90])([CH3:89])[CH3:88])=[O:85])[CH2:72][CH2:73][CH2:74][NH:75][C:76](=[O:82])[O:77][C:78]([CH3:81])([CH3:80])[CH3:79])[CH2:50][CH2:51][CH2:52][NH:53][C:54](=[O:60])[O:55][C:56]([CH3:59])([CH3:58])[CH3:57].C(Cl)CCl.C1C=CC2N(O)N=NC=2C=1, predict the reaction product. The product is: [C:56]([O:55][C:54](=[O:60])[NH:53][CH2:52][CH2:51][CH2:50][C@H:49]([NH:48][C:32](=[O:33])[CH2:31][C@H:15]1[NH:14][C:13](=[O:35])[C@H:12]([CH2:36][CH2:37][CH2:38][NH:39][C:40]([O:42][C:43]([CH3:46])([CH3:45])[CH3:44])=[O:41])[NH:11][C:10](=[O:47])[C@@H:9]([NH:8][C:6]([O:5][C:1]([CH3:3])([CH3:2])[CH3:4])=[O:7])[CH2:27][C:26]2[CH:28]=[C:22]([CH:23]=[CH:24][C:25]=2[OH:29])[C:21]2=[CH:30][C:17](=[CH:18][CH:19]=[CH:20]2)[CH2:16]1)[C:61](=[O:100])[NH:62][CH2:63][CH2:64][CH2:65][C@H:66]([NH:92][C:93]([O:95][C:96]([CH3:99])([CH3:98])[CH3:97])=[O:94])[CH2:67][C:68](=[O:91])[NH:69][CH2:70][C@@H:71]([NH:83][C:84]([O:86][C:87]([CH3:88])([CH3:90])[CH3:89])=[O:85])[CH2:72][CH2:73][CH2:74][NH:75][C:76](=[O:82])[O:77][C:78]([CH3:79])([CH3:80])[CH3:81])([CH3:57])([CH3:58])[CH3:59].